From a dataset of Peptide-MHC class I binding affinity with 185,985 pairs from IEDB/IMGT. Regression. Given a peptide amino acid sequence and an MHC pseudo amino acid sequence, predict their binding affinity value. This is MHC class I binding data. (1) The MHC is HLA-B40:01 with pseudo-sequence HLA-B40:01. The peptide sequence is NQATTKTTF. The binding affinity (normalized) is 0. (2) The peptide sequence is GEGSGARLL. The MHC is HLA-B08:03 with pseudo-sequence HLA-B08:03. The binding affinity (normalized) is 0.0847. (3) The peptide sequence is GQHIEGRQT. The MHC is HLA-B15:01 with pseudo-sequence HLA-B15:01. The binding affinity (normalized) is 0. (4) The peptide sequence is VIRANNNRL. The MHC is HLA-B08:01 with pseudo-sequence HLA-B08:01. The binding affinity (normalized) is 0.